From a dataset of Reaction yield outcomes from USPTO patents with 853,638 reactions. Predict the reaction yield, written as a fraction of the theoretical maximum amount of product (1.0 means a 100% yield; for example, 0.34 means a 34% yield). The reactants are [Br:1][C:2]1[C:7]([OH:8])=[CH:6][CH:5]=[C:4]([CH2:9][OH:10])[N:3]=1. The catalyst is O1CCOCC1.[O-2].[Mn+4].[O-2]. The product is [Br:1][C:2]1[N:3]=[C:4]([CH:9]=[O:10])[CH:5]=[CH:6][C:7]=1[OH:8]. The yield is 0.510.